Task: Predict the reaction yield, written as a fraction of the theoretical maximum amount of product (1.0 means a 100% yield; for example, 0.34 means a 34% yield).. Dataset: Reaction yield outcomes from USPTO patents with 853,638 reactions (1) The yield is 0.544. The catalyst is CN(C=O)C. The product is [NH2:1][C:2]1[CH:7]=[CH:6][C:5]([O:8][C:22]2[CH:21]=[CH:20][N:19]=[C:18]([C:24]([NH2:26])=[O:25])[C:17]=2[Cl:16])=[C:4]([F:9])[CH:3]=1. The reactants are [NH2:1][C:2]1[CH:7]=[CH:6][C:5]([OH:8])=[C:4]([F:9])[CH:3]=1.CC([O-])(C)C.[K+].[Cl:16][C:17]1[C:18]([C:24]([NH2:26])=[O:25])=[N:19][CH:20]=[CH:21][C:22]=1Cl. (2) The reactants are [Cl:1][C:2]1[CH:3]=[C:4]([S:8](Cl)(=[O:10])=[O:9])[CH:5]=[CH:6][CH:7]=1.[C:12]([C:14]1[CH:19]=[CH:18][C:17]([NH:20][C:21]([C:23]2[CH:31]=[C:30]3[C:26]([CH2:27][CH2:28][NH:29]3)=[CH:25][CH:24]=2)=[O:22])=[CH:16][C:15]=1[C:32]([F:35])([F:34])[F:33])#[N:13].N1C=CC=CC=1. The catalyst is ClCCl. The product is [C:12]([C:14]1[CH:19]=[CH:18][C:17]([NH:20][C:21]([C:23]2[CH:31]=[C:30]3[C:26]([CH2:27][CH2:28][N:29]3[S:8]([C:4]3[CH:5]=[CH:6][CH:7]=[C:2]([Cl:1])[CH:3]=3)(=[O:10])=[O:9])=[CH:25][CH:24]=2)=[O:22])=[CH:16][C:15]=1[C:32]([F:35])([F:33])[F:34])#[N:13]. The yield is 0.670. (3) The reactants are [CH3:1][C:2]1[C:6]([C:7]([O:9]C)=[O:8])=[CH:5][N:4]([CH:11]([C:13]2[CH:18]=[CH:17][CH:16]=[CH:15][CH:14]=2)[CH3:12])[N:3]=1.O.[OH-].[Li+].O1CCCC1.Cl. The catalyst is O.CO. The product is [CH3:1][C:2]1[C:6]([C:7]([OH:9])=[O:8])=[CH:5][N:4]([CH:11]([C:13]2[CH:18]=[CH:17][CH:16]=[CH:15][CH:14]=2)[CH3:12])[N:3]=1. The yield is 0.700.